From a dataset of Full USPTO retrosynthesis dataset with 1.9M reactions from patents (1976-2016). Predict the reactants needed to synthesize the given product. (1) The reactants are: C(OC(=O)[NH:7][CH:8]([C:17]([N:19]1[CH2:24][CH2:23][CH:22]([CH3:25])[CH2:21][CH2:20]1)=[O:18])[CH2:9][CH2:10][C:11]1[CH:16]=[CH:15][N:14]=[CH:13][CH:12]=1)(C)(C)C.[NH:27]1[C:35]2[CH:34]=[CH:33][CH:32]=[C:31]([S:36](Cl)(=[O:38])=[O:37])[C:30]=2[CH:29]=[CH:28]1. Given the product [CH3:25][CH:22]1[CH2:21][CH2:20][N:19]([C:17]([CH:8]([NH:7][S:36]([C:31]2[C:30]3[CH:29]=[CH:28][NH:27][C:35]=3[CH:34]=[CH:33][CH:32]=2)(=[O:37])=[O:38])[CH2:9][CH2:10][C:11]2[CH:12]=[CH:13][N:14]=[CH:15][CH:16]=2)=[O:18])[CH2:24][CH2:23]1, predict the reactants needed to synthesize it. (2) Given the product [C:31](=[O:32])([O:33][CH2:34][CH3:35])[O:27][CH2:26][C@H:19]1[O:18][C@@:17]2([C:5]3[CH:6]=[C:7]([CH2:8][C:9]4[CH:10]=[CH:11][C:12]([CH2:15][CH3:16])=[CH:13][CH:14]=4)[C:2]([Cl:1])=[CH:3][C:4]=3[O:29][CH2:28]2)[C@H:22]([OH:23])[C@@H:21]([OH:24])[C@@H:20]1[OH:25], predict the reactants needed to synthesize it. The reactants are: [Cl:1][C:2]1[C:7]([CH2:8][C:9]2[CH:14]=[CH:13][C:12]([CH2:15][CH3:16])=[CH:11][CH:10]=2)=[CH:6][C:5]2[C@@:17]3([CH2:28][O:29][C:4]=2[CH:3]=1)[C@H:22]([OH:23])[C@@H:21]([OH:24])[C@H:20]([OH:25])[C@@H:19]([CH2:26][OH:27])[O:18]3.Cl[C:31]([O:33][CH2:34][CH3:35])=[O:32]. (3) Given the product [CH3:25][C:23]1[C:22]([CH3:26])=[CH:21][N:20]=[C:19]([N:17]2[C:5](=[O:6])[C:4]([C:10]3[CH:11]=[N:12][CH:13]=[CH:14][CH:15]=3)=[CH:3][NH:18]2)[CH:24]=1, predict the reactants needed to synthesize it. The reactants are: CN(C)[CH:3]=[C:4]([C:10]1[CH:11]=[N:12][CH:13]=[CH:14][CH:15]=1)[C:5](OCC)=[O:6].[NH:17]([C:19]1[CH:24]=[C:23]([CH3:25])[C:22]([CH3:26])=[CH:21][N:20]=1)[NH2:18].C1(C)C=CC(S(O)(=O)=O)=CC=1. (4) Given the product [Br:1][C:2]1[N:7]=[C:6]([CH2:8][N:9]2[C:18]3[C:13](=[CH:14][CH:15]=[CH:16][CH:17]=3)[C:12](=[O:19])[C:11]([C:20]([C:22]3[CH:23]=[N:24][C:25]([O:30][CH3:29])=[CH:26][CH:27]=3)=[O:21])=[CH:10]2)[CH:5]=[CH:4][CH:3]=1, predict the reactants needed to synthesize it. The reactants are: [Br:1][C:2]1[N:7]=[C:6]([CH2:8][N:9]2[C:18]3[C:13](=[CH:14][CH:15]=[CH:16][CH:17]=3)[C:12](=[O:19])[C:11]([C:20]([C:22]3[CH:23]=[N:24][C:25](Cl)=[CH:26][CH:27]=3)=[O:21])=[CH:10]2)[CH:5]=[CH:4][CH:3]=1.[CH3:29][O-:30].[Na+]. (5) Given the product [NH2:19][C:18](=[N:1][C:2]1[C:3]2[CH:14]=[C:13]([Br:15])[CH:12]=[CH:11][C:4]=2[S:5][C:6]=1[C:7]([O:9][CH3:10])=[O:8])[CH2:17][Cl:16], predict the reactants needed to synthesize it. The reactants are: [NH2:1][C:2]1[C:3]2[CH:14]=[C:13]([Br:15])[CH:12]=[CH:11][C:4]=2[S:5][C:6]=1[C:7]([O:9][CH3:10])=[O:8].[Cl:16][CH2:17][C:18]#[N:19]. (6) Given the product [Cl:1][C:2]1[C:7]([O:8][CH3:9])=[CH:6][C:5](/[CH:10]=[CH:11]/[C:12]([N:43]2[CH:41]3[CH2:40][CH2:39][CH:38]2[CH2:37][N:36]([CH2:35][C:34]2[CH:44]=[CH:45][C:31]([F:30])=[CH:32][CH:33]=2)[CH2:42]3)=[O:14])=[C:4]([S:15]([N:16]([CH3:18])[CH3:17])(=[O:20])=[O:19])[CH:3]=1, predict the reactants needed to synthesize it. The reactants are: [Cl:1][C:2]1[C:7]([O:8][CH3:9])=[CH:6][C:5](/[CH:10]=[CH:11]/[C:12]([OH:14])=O)=[C:4]([S:15](=[O:20])(=[O:19])[N:16]([CH3:18])[CH3:17])[CH:3]=1.CN(C=O)C.S(Cl)(Cl)=O.[F:30][C:31]1[CH:45]=[CH:44][C:34]([CH2:35][N:36]2[CH2:42][CH:41]3[NH:43][CH:38]([CH2:39][CH2:40]3)[CH2:37]2)=[CH:33][CH:32]=1. (7) Given the product [CH:33]([C@H:13]1[N:12]([C:4]2[N:3]=[C:2]([CH3:36])[C:7]([C:8]([O:10][CH3:11])=[O:9])=[CH:6][N:5]=2)[CH2:17][CH2:16][N:15]2[C:18]3[CH:24]=[C:23]([S:25]([CH3:28])(=[O:27])=[O:26])[C:22]([C:29]([O:31][CH3:32])=[O:30])=[CH:21][C:19]=3[N:20]=[C:14]12)([CH3:35])[CH3:34], predict the reactants needed to synthesize it. The reactants are: Cl[C:2]1[C:7]([C:8]([O:10][CH3:11])=[O:9])=[CH:6][N:5]=[C:4]([N:12]2[CH2:17][CH2:16][N:15]3[C:18]4[CH:24]=[C:23]([S:25]([CH3:28])(=[O:27])=[O:26])[C:22]([C:29]([O:31][CH3:32])=[O:30])=[CH:21][C:19]=4[N:20]=[C:14]3[C@H:13]2[CH:33]([CH3:35])[CH3:34])[N:3]=1.[CH3:36]B1OB(C)OB(C)O1.C([O-])([O-])=O.[K+].[K+].